Task: Predict which catalyst facilitates the given reaction.. Dataset: Catalyst prediction with 721,799 reactions and 888 catalyst types from USPTO (1) Reactant: [CH3:1][C:2]1([CH3:19])[O:6][C:5](=[O:7])[N:4]([CH2:8][C:9]2[CH:14]=[CH:13][CH:12]=[CH:11][C:10]=2[N+:15]([O-:17])=[O:16])[C:3]1=[O:18].[BH4-].[Li+].O. Product: [OH:18][CH:3]1[C:2]([CH3:1])([CH3:19])[O:6][C:5](=[O:7])[N:4]1[CH2:8][C:9]1[CH:14]=[CH:13][CH:12]=[CH:11][C:10]=1[N+:15]([O-:17])=[O:16]. The catalyst class is: 7. (2) Reactant: [Cl:1][C:2]1[CH:7]=[C:6]([CH3:8])[CH:5]=[CH:4][N:3]=1.[Cl:9]N1C(=O)CCC1=O.CC(N=NC(C#N)(C)C)(C#N)C. Product: [Cl:1][C:2]1[CH:7]=[C:6]([CH2:8][Cl:9])[CH:5]=[CH:4][N:3]=1. The catalyst class is: 23.